Dataset: Full USPTO retrosynthesis dataset with 1.9M reactions from patents (1976-2016). Task: Predict the reactants needed to synthesize the given product. (1) Given the product [C:1]([O:5][C:6]([N:8]1[CH2:13][CH2:12][CH:11]([N:14]([C:15]2[CH:20]=[CH:19][C:18]([CH3:21])=[CH:17][CH:16]=2)[CH2:37][C:36]2[CH:39]=[CH:40][CH:41]=[C:34]([C:26]3[CH:27]=[C:28]([O:32][CH3:33])[C:29]([O:30][CH3:31])=[C:24]([O:23][CH3:22])[CH:25]=3)[CH:35]=2)[CH2:10][CH2:9]1)=[O:7])([CH3:4])([CH3:3])[CH3:2], predict the reactants needed to synthesize it. The reactants are: [C:1]([O:5][C:6]([N:8]1[CH2:13][CH2:12][CH:11]([NH:14][C:15]2[CH:20]=[CH:19][C:18]([CH3:21])=[CH:17][CH:16]=2)[CH2:10][CH2:9]1)=[O:7])([CH3:4])([CH3:3])[CH3:2].[CH3:22][O:23][C:24]1[CH:25]=[C:26]([C:34]2[CH:35]=[C:36]([CH:39]=[CH:40][CH:41]=2)[CH2:37]Cl)[CH:27]=[C:28]([O:32][CH3:33])[C:29]=1[O:30][CH3:31]. (2) Given the product [Cl:23][C:21]1[C:5]2[O:6][C:7]3[C:16]([CH3:17])=[CH:15][C:14]([C:18]([OH:20])=[O:19])=[CH:13][C:8]=3[S:9](=[O:11])(=[O:12])[CH2:10][C:4]=2[CH:3]=[C:2]([NH:1][CH2:24][CH:25]([CH3:27])[CH3:26])[CH:22]=1, predict the reactants needed to synthesize it. The reactants are: [NH2:1][C:2]1[CH:22]=[C:21]([Cl:23])[C:5]2[O:6][C:7]3[C:16]([CH3:17])=[CH:15][C:14]([C:18]([OH:20])=[O:19])=[CH:13][C:8]=3[S:9](=[O:12])(=[O:11])[CH2:10][C:4]=2[CH:3]=1.[CH:24](=O)[CH:25]([CH3:27])[CH3:26].FC(F)(F)C(O)=O.C([BH3-])#N.[Na+].C([O-])(O)=O.[Na+]. (3) Given the product [Br:14][C:15]1[CH:20]=[C:19]([S:21](=[O:24])(=[O:23])[N:22]=[C:3]([N:7]2[CH2:11][C:10]([CH3:12])([CH3:13])[CH:9]=[N:8]2)[NH:4][CH2:5][CH3:6])[CH:18]=[CH:17][C:16]=1[NH:25][C:26](=[O:31])[C:27]([F:29])([F:30])[F:28], predict the reactants needed to synthesize it. The reactants are: CS[C:3]([N:7]1[CH2:11][C:10]([CH3:13])([CH3:12])[CH:9]=[N:8]1)=[N:4][CH2:5][CH3:6].[Br:14][C:15]1[CH:20]=[C:19]([S:21](=[O:24])(=[O:23])[NH2:22])[CH:18]=[CH:17][C:16]=1[NH:25][C:26](=[O:31])[C:27]([F:30])([F:29])[F:28]. (4) Given the product [CH:2]([CH:15]1[C:20](=[O:21])[CH2:19][CH2:18][N:17]([C:31]([NH:30][C:22](=[O:29])[C:23]2[CH:24]=[CH:25][CH:26]=[CH:27][CH:28]=2)=[S:32])[CH2:16]1)([C:9]1[CH:14]=[CH:13][CH:12]=[CH:11][CH:10]=1)[C:3]1[CH:4]=[CH:5][CH:6]=[CH:7][CH:8]=1, predict the reactants needed to synthesize it. The reactants are: Cl.[CH:2]([CH:15]1[C:20](=[O:21])[CH2:19][CH2:18][NH:17][CH2:16]1)([C:9]1[CH:14]=[CH:13][CH:12]=[CH:11][CH:10]=1)[C:3]1[CH:8]=[CH:7][CH:6]=[CH:5][CH:4]=1.[C:22]([N:30]=[C:31]=[S:32])(=[O:29])[C:23]1[CH:28]=[CH:27][CH:26]=[CH:25][CH:24]=1.C(N(CC)CC)C. (5) Given the product [C:3]([NH:5][C@H:4]1[C@@H:6]([OH:7])[C@H:8]([OH:9])[C@@H:10]([CH2:12][OH:13])[O:11][CH:3]1[OH:2])(=[O:2])[CH2:4][CH2:6][C:19]#[CH:20], predict the reactants needed to synthesize it. The reactants are: Cl.[OH:2][CH:3]1[O:11][C@H:10]([CH2:12][OH:13])[C@@H:8]([OH:9])[C@H:6]([OH:7])[C@@H:4]1[NH2:5].C(N([CH2:19][CH3:20])CC)C.